This data is from Full USPTO retrosynthesis dataset with 1.9M reactions from patents (1976-2016). The task is: Predict the reactants needed to synthesize the given product. (1) Given the product [CH:31]1([NH:30][C:29](=[O:40])/[CH:28]=[CH:9]/[C:8]2[CH:11]=[CH:12][C:13]([N:14]3[CH:18]=[C:17]([CH3:19])[N:16]=[CH:15]3)=[C:6]([O:5][CH3:4])[CH:7]=2)[C:39]2[C:34](=[CH:35][CH:36]=[CH:37][CH:38]=2)[CH2:33][CH2:32]1, predict the reactants needed to synthesize it. The reactants are: O.[OH-].[Li+].[CH3:4][O:5][C:6]1[CH:7]=[C:8]([CH:11]=[CH:12][C:13]=1[N:14]1[CH:18]=[C:17]([CH3:19])[N:16]=[CH:15]1)[CH:9]=O.C(OP([CH2:28][C:29](=[O:40])[NH:30][CH:31]1[C:39]2[C:34](=[CH:35][CH:36]=[CH:37][CH:38]=2)[CH2:33][CH2:32]1)(=O)OCC)C. (2) Given the product [CH3:28][C:29]1[CH:34]=[C:33]([C:2]2[CH:3]=[C:4]([C:8]3[N:13]=[C:12]([C:14]([F:15])([F:16])[F:17])[CH:11]=[C:10]([C:18]4[CH:19]=[CH:20][C:21]([C:24]([F:27])([F:25])[F:26])=[CH:22][CH:23]=4)[N:9]=3)[CH:5]=[CH:6][CH:7]=2)[CH:32]=[C:31]([CH3:36])[N:30]=1, predict the reactants needed to synthesize it. The reactants are: Br[C:2]1[CH:3]=[C:4]([C:8]2[N:13]=[C:12]([C:14]([F:17])([F:16])[F:15])[CH:11]=[C:10]([C:18]3[CH:23]=[CH:22][C:21]([C:24]([F:27])([F:26])[F:25])=[CH:20][CH:19]=3)[N:9]=2)[CH:5]=[CH:6][CH:7]=1.[CH3:28][C:29]1[CH:34]=[C:33](I)[CH:32]=[C:31]([CH3:36])[N:30]=1. (3) The reactants are: [NH2:1][CH:2]1[CH2:6][N:5]([C:7]([O:9][CH2:10][C:11]2[CH:16]=[CH:15][CH:14]=[CH:13][CH:12]=2)=[O:8])[CH2:4][C:3]1([CH3:18])[CH3:17].[Br:19][C:20]1[CH:21]=[C:22]2[C:27](Cl)=[C:26]([C:29]([NH2:31])=[O:30])[CH:25]=[N:24][N:23]2[CH:32]=1. Given the product [Br:19][C:20]1[CH:21]=[C:22]2[C:27]([NH:1][C@@H:2]3[CH2:6][N:5]([C:7]([O:9][CH2:10][C:11]4[CH:16]=[CH:15][CH:14]=[CH:13][CH:12]=4)=[O:8])[CH2:4][C:3]3([CH3:18])[CH3:17])=[C:26]([C:29](=[O:30])[NH2:31])[CH:25]=[N:24][N:23]2[CH:32]=1, predict the reactants needed to synthesize it. (4) The reactants are: C(O)(C(F)(F)F)=O.[CH3:8][C:9]([CH3:41])([C:34]([O:36]C(C)(C)C)=[O:35])[CH2:10][O:11][CH2:12][CH2:13][O:14][CH2:15][CH2:16][O:17][CH2:18][CH2:19][O:20][CH2:21][CH2:22][O:23][CH2:24][CH2:25][O:26][CH2:27][CH2:28][O:29][CH2:30][CH2:31][O:32][CH3:33]. Given the product [CH3:8][C:9]([CH3:41])([C:34]([OH:36])=[O:35])[CH2:10][O:11][CH2:12][CH2:13][O:14][CH2:15][CH2:16][O:17][CH2:18][CH2:19][O:20][CH2:21][CH2:22][O:23][CH2:24][CH2:25][O:26][CH2:27][CH2:28][O:29][CH2:30][CH2:31][O:32][CH3:33], predict the reactants needed to synthesize it. (5) Given the product [N:30]([CH2:33][CH2:34][O:35][CH2:36][CH2:37][O:38][CH2:39][CH2:40][O:41][CH2:42][CH2:43][N:44]([CH3:45])[CH2:28][CH2:27][N:16]([CH3:15])[C:17](=[O:26])[O:18][CH2:19][C:20]1[CH:21]=[CH:22][CH:23]=[CH:24][CH:25]=1)=[N+:31]=[N-:32], predict the reactants needed to synthesize it. The reactants are: C(O[BH-](OC(=O)C)OC(=O)C)(=O)C.[Na+].[CH3:15][N:16]([CH2:27][CH:28]=O)[C:17](=[O:26])[O:18][CH2:19][C:20]1[CH:25]=[CH:24][CH:23]=[CH:22][CH:21]=1.[N:30]([CH2:33][CH2:34][O:35][CH2:36][CH2:37][O:38][CH2:39][CH2:40][O:41][CH2:42][CH2:43][NH:44][CH3:45])=[N+:31]=[N-:32].C(O)(=O)C. (6) Given the product [Cl:30][C:17]1[CH:16]=[C:15]([NH:14][C:11]2[C:12]3[NH:13][C:5]([CH2:4][NH:3][C:37](=[O:38])/[CH:36]=[CH:35]/[CH2:34][N:33]([CH3:40])[CH3:32])=[CH:6][C:7]=3[N:8]=[CH:9][N:10]=2)[CH:20]=[CH:19][C:18]=1[O:21][CH2:22][C:23]1[CH:28]=[CH:27][CH:26]=[C:25]([F:29])[CH:24]=1, predict the reactants needed to synthesize it. The reactants are: Cl.Cl.[NH2:3][CH2:4][C:5]1[NH:13][C:12]2[C:11]([NH:14][C:15]3[CH:20]=[CH:19][C:18]([O:21][CH2:22][C:23]4[CH:28]=[CH:27][CH:26]=[C:25]([F:29])[CH:24]=4)=[C:17]([Cl:30])[CH:16]=3)=[N:10][CH:9]=[N:8][C:7]=2[CH:6]=1.Cl.[CH3:32][N:33]([CH3:40])[CH2:34]/[CH:35]=[CH:36]/[C:37](O)=[O:38].Cl.C(N=C=NCCCN(C)C)C.O.ON1C2C=CC=CC=2N=N1. (7) Given the product [NH2:30][CH2:1][CH2:2][CH2:6][CH2:5][NH:4][CH:8]=[N:9][S:10]([C:13]1[CH:14]=[CH:15][C:16]([CH3:19])=[CH:17][CH:18]=1)(=[O:11])=[O:12], predict the reactants needed to synthesize it. The reactants are: [CH3:1][C:2]1[CH:6]=[C:5](C)[N:4]([C:8](=N)[NH:9][S:10]([C:13]2[CH:18]=[CH:17][C:16]([CH3:19])=[CH:15][CH:14]=2)(=[O:12])=[O:11])N=1.CS(O)(=O)=O.C([NH2:30])CCC.